Dataset: Forward reaction prediction with 1.9M reactions from USPTO patents (1976-2016). Task: Predict the product of the given reaction. (1) Given the reactants [CH2:1]([N:8]1[CH2:13][CH2:12][CH:11]([NH:14][C:15]2[CH:23]=[C:22]3[C:18]([CH2:19][CH2:20][N:21]3[C:24](=[O:26])[CH3:25])=[CH:17][CH:16]=2)[CH2:10][CH2:9]1)[C:2]1[CH:7]=[CH:6][CH:5]=[CH:4][CH:3]=1.[C:27](Cl)(=[O:36])[CH:28]=[CH:29][C:30]1[CH:35]=[CH:34][CH:33]=[CH:32][CH:31]=1.C(N(CC)CC)C, predict the reaction product. The product is: [C:24]([N:21]1[C:22]2[C:18](=[CH:17][CH:16]=[C:15]([N:14]([CH:11]3[CH2:12][CH2:13][N:8]([CH2:1][C:2]4[CH:3]=[CH:4][CH:5]=[CH:6][CH:7]=4)[CH2:9][CH2:10]3)[C:27](=[O:36])/[CH:28]=[CH:29]/[C:30]3[CH:35]=[CH:34][CH:33]=[CH:32][CH:31]=3)[CH:23]=2)[CH2:19][CH2:20]1)(=[O:26])[CH3:25]. (2) Given the reactants [NH2:1][C:2]1[CH:7]=[CH:6][CH:5]=[CH:4][C:3]=1[NH:8][C:9](=[O:32])[C:10]1[CH:15]=[CH:14][C:13]([CH2:16][NH:17][C:18](=[O:31])[C:19]2[CH:24]=[C:23]([O:25][CH3:26])[C:22]([O:27][CH3:28])=[C:21](Br)[C:20]=2[CH3:30])=[CH:12][CH:11]=1.[C:33]1(B(O)O)[CH:38]=[CH:37][CH:36]=[CH:35][CH:34]=1, predict the reaction product. The product is: [NH2:1][C:2]1[CH:7]=[CH:6][CH:5]=[CH:4][C:3]=1[NH:8][C:9](=[O:32])[C:10]1[CH:15]=[CH:14][C:13]([CH2:16][NH:17][C:18](=[O:31])[C:19]2[CH:24]=[C:23]([O:25][CH3:26])[C:22]([O:27][CH3:28])=[C:21]([C:33]3[CH:38]=[CH:37][CH:36]=[CH:35][CH:34]=3)[C:20]=2[CH3:30])=[CH:12][CH:11]=1. (3) Given the reactants [CH2:1]([C:3]1[C:7]2[CH:8]=[CH:9][CH:10]=[CH:11][C:6]=2[O:5][C:4]=1[CH2:12][NH:13][CH3:14])[CH3:2].[O:15]=[C:16]1[CH2:21][O:20][C:19]2[CH:22]=[C:23](/[CH:26]=[CH:27]/[C:28]([OH:30])=O)[CH:24]=[N:25][C:18]=2[NH:17]1.ON1C2C=CC=CC=2N=N1.C(N(C(C)C)CC)(C)C.CN(C)CCCN=C=NCC, predict the reaction product. The product is: [CH2:1]([C:3]1[C:7]2[CH:8]=[CH:9][CH:10]=[CH:11][C:6]=2[O:5][C:4]=1[CH2:12][N:13]([CH3:14])[C:28](=[O:30])/[CH:27]=[CH:26]/[C:23]1[CH:24]=[N:25][C:18]2[NH:17][C:16](=[O:15])[CH2:21][O:20][C:19]=2[CH:22]=1)[CH3:2]. (4) Given the reactants C([N:8](CC1C=CC=CC=1)[C@@H:9]([C:15](=[O:18])[CH2:16][CH3:17])[C:10]([O:12][CH2:13][CH3:14])=[O:11])C1C=CC=CC=1.[C:34](O[C:34]([O:36][C:37]([CH3:40])([CH3:39])[CH3:38])=[O:35])([O:36][C:37]([CH3:40])([CH3:39])[CH3:38])=[O:35], predict the reaction product. The product is: [C:37]([O:36][C:34]([NH:8][C@@H:9]([C:15](=[O:18])[CH2:16][CH3:17])[C:10]([O:12][CH2:13][CH3:14])=[O:11])=[O:35])([CH3:38])([CH3:39])[CH3:40]. (5) Given the reactants C([N:8]1[C:13]2[CH:14]=[C:15]([Cl:24])[C:16]([C:18]3[N:19]=[C:20]([CH3:23])[S:21][CH:22]=3)=[CH:17][C:12]=2[O:11][CH:10]([C:25]([N:27]2[CH2:32][CH2:31][C:30]([CH2:35][C:36]3[CH:41]=[CH:40][C:39]([F:42])=[CH:38][CH:37]=3)([C:33]#[N:34])[CH2:29][CH2:28]2)=[O:26])[CH2:9]1)C1C=CC=CC=1.ClC(OC(Cl)=O)C.CO, predict the reaction product. The product is: [Cl:24][C:15]1[C:16]([C:18]2[N:19]=[C:20]([CH3:23])[S:21][CH:22]=2)=[CH:17][C:12]2[O:11][CH:10]([C:25]([N:27]3[CH2:28][CH2:29][C:30]([CH2:35][C:36]4[CH:41]=[CH:40][C:39]([F:42])=[CH:38][CH:37]=4)([C:33]#[N:34])[CH2:31][CH2:32]3)=[O:26])[CH2:9][NH:8][C:13]=2[CH:14]=1. (6) Given the reactants [CH2:1]([O:8][C@@H:9]([CH:39]=C)[CH2:10][N:11]([C:16]1[N:21]=[C:20]2[O:22][C:23]([C:29]3[CH:34]=[CH:33][C:32]([F:35])=[CH:31][CH:30]=3)=[C:24]([C:25]([NH:27][CH3:28])=[O:26])[C:19]2=[CH:18][C:17]=1[C:36]([CH3:38])=C)[S:12]([CH3:15])(=[O:14])=[O:13])[C:2]1[CH:7]=[CH:6][CH:5]=[CH:4][CH:3]=1, predict the reaction product. The product is: [CH3:28][NH:27][C:25]([C:24]1[C:19]2[CH:18]=[C:17]3[C:36]([CH3:38])=[CH:39][C@H:9]([O:8][CH2:1][C:2]4[CH:3]=[CH:4][CH:5]=[CH:6][CH:7]=4)[CH2:10][N:11]([S:12]([CH3:15])(=[O:13])=[O:14])[C:16]3=[N:21][C:20]=2[O:22][C:23]=1[C:29]1[CH:34]=[CH:33][C:32]([F:35])=[CH:31][CH:30]=1)=[O:26]. (7) Given the reactants [CH3:1][C:2]1([CH3:14])[C:6]([CH3:8])([CH3:7])[O:5][B:4]([C:9]2[CH:10]=[N:11][NH:12][CH:13]=2)[O:3]1.C(OCN1C2N=CN=C(C3C=NN([CH:37]([O:39][CH2:40][CH3:41])[CH3:38])C=3)C=2C=C1)(=O)C(C)(C)C.Cl.C([O-])(O)=O.[Na+], predict the reaction product. The product is: [CH2:37]([O:39][CH2:40][CH2:41][N:12]1[CH:13]=[C:9]([B:4]2[O:5][C:6]([CH3:7])([CH3:8])[C:2]([CH3:14])([CH3:1])[O:3]2)[CH:10]=[N:11]1)[CH3:38].